From a dataset of Forward reaction prediction with 1.9M reactions from USPTO patents (1976-2016). Predict the product of the given reaction. (1) Given the reactants [NH:1]1[C:9]2[C:4](=[CH:5][CH:6]=[CH:7][CH:8]=2)[CH2:3][C@H:2]1[C:10]([O:12][CH3:13])=[O:11].C(N(CC)CC)C.[C:21]([O:25][C:26]([NH:28][C@H:29]([C:31](O)=[O:32])[CH3:30])=[O:27])([CH3:24])([CH3:23])[CH3:22].C1(N=C=NC2CCCCC2)CCCCC1, predict the reaction product. The product is: [C:21]([O:25][C:26]([NH:28][C@@H:29]([CH3:30])[C:31]([N:1]1[C:9]2[C:4](=[CH:5][CH:6]=[CH:7][CH:8]=2)[CH2:3][C@H:2]1[C:10]([O:12][CH3:13])=[O:11])=[O:32])=[O:27])([CH3:24])([CH3:23])[CH3:22]. (2) Given the reactants [N:1]1([CH2:6][CH2:7][NH:8][C:9]2[N:14]=[C:13]([C:15]3[S:19][C:18]4[C:20]([C:24]5[CH:29]=[C:28]([Cl:30])[N:27]=[CH:26][C:25]=5[CH:31]([N:33](C)[C:34](=O)OC(C)(C)C)[CH3:32])=[CH:21][CH:22]=[CH:23][C:17]=4[CH:16]=3)[CH:12]=[CH:11][N:10]=2)[CH:5]=[CH:4][N:3]=[N:2]1.C(O)(C(F)(F)F)=O, predict the reaction product. The product is: [N:1]1([CH2:6][CH2:7][NH:8][C:9]2[N:14]=[C:13]([C:15]3[S:19][C:18]4[C:20]([C:24]5[C:25]([CH:31]([NH:33][CH3:34])[CH3:32])=[CH:26][N:27]=[C:28]([Cl:30])[CH:29]=5)=[CH:21][CH:22]=[CH:23][C:17]=4[CH:16]=3)[CH:12]=[CH:11][N:10]=2)[CH:5]=[CH:4][N:3]=[N:2]1. (3) Given the reactants [NH2:1][C:2]1[CH:25]=[CH:24][C:5]([O:6][C:7]2[C:16]3[C:11](=[CH:12][C:13]([O:19][CH2:20][CH2:21][O:22][CH3:23])=[C:14]([C:17]#[N:18])[CH:15]=3)[N:10]=[CH:9][CH:8]=2)=[CH:4][C:3]=1[F:26].[F:27][C:28]1[CH:33]=[C:32]([F:34])[CH:31]=[CH:30][C:29]=1[N:35]=[C:36]=[O:37], predict the reaction product. The product is: [C:17]([C:14]1[CH:15]=[C:16]2[C:11](=[CH:12][C:13]=1[O:19][CH2:20][CH2:21][O:22][CH3:23])[N:10]=[CH:9][CH:8]=[C:7]2[O:6][C:5]1[CH:24]=[CH:25][C:2]([NH:1][C:36]([NH:35][C:29]2[CH:30]=[CH:31][C:32]([F:34])=[CH:33][C:28]=2[F:27])=[O:37])=[C:3]([F:26])[CH:4]=1)#[N:18]. (4) The product is: [CH3:3][O:4][C:5](=[O:38])[CH2:6][C@H:7]1[C:11]2[CH:12]=[CH:13][C:14]([O:16][C@H:17]3[C:25]4[C:20](=[C:21]([CH2:30][C:31]5[CH:36]=[CH:35][C:34]([O:37][CH3:39])=[CH:33][CH:32]=5)[C:22]([C:26]([F:27])([F:28])[F:29])=[CH:23][CH:24]=4)[CH2:19][CH2:18]3)=[CH:15][C:10]=2[O:9][CH2:8]1. Given the reactants IC.[CH3:3][O:4][C:5](=[O:38])[CH2:6][C@H:7]1[C:11]2[CH:12]=[CH:13][C:14]([O:16][C@H:17]3[C:25]4[C:20](=[C:21]([CH2:30][C:31]5[CH:36]=[CH:35][C:34]([OH:37])=[CH:33][CH:32]=5)[C:22]([C:26]([F:29])([F:28])[F:27])=[CH:23][CH:24]=4)[CH2:19][CH2:18]3)=[CH:15][C:10]=2[O:9][CH2:8]1.[C:39]([O-])([O-])=O.[K+].[K+], predict the reaction product.